From a dataset of Catalyst prediction with 721,799 reactions and 888 catalyst types from USPTO. Predict which catalyst facilitates the given reaction. (1) Reactant: [Cl:1][C:2]1[CH:7]=[CH:6][C:5]([C:8]2([CH2:16][S:17][CH2:18][C:19]([OH:21])=O)[O:13][CH2:12][C:11]([CH3:15])([CH3:14])[CH2:10][O:9]2)=[CH:4][CH:3]=1.C1(N=C=NC2CCCCC2)CCCCC1.[C:37]1([C@H:43]2[CH2:47][O:46][C:45](=[O:48])[NH:44]2)[CH:42]=[CH:41][CH:40]=[CH:39][CH:38]=1. Product: [Cl:1][C:2]1[CH:3]=[CH:4][C:5]([C:8]2([CH2:16][S:17][CH2:18][C:19]([N:44]3[C@@H:43]([C:37]4[CH:42]=[CH:41][CH:40]=[CH:39][CH:38]=4)[CH2:47][O:46][C:45]3=[O:48])=[O:21])[O:9][CH2:10][C:11]([CH3:15])([CH3:14])[CH2:12][O:13]2)=[CH:6][CH:7]=1. The catalyst class is: 172. (2) Reactant: C[O:2][C:3]1[CH:4]=[C:5]2[C:15](=[O:16])[C:14]3[C:9](=[CH:10][CH:11]=[CH:12][CH:13]=3)[C:6]2=[N:7][CH:8]=1.[Cl-].[NH+]1C=CC=CC=1. Product: [OH:2][C:3]1[CH:4]=[C:5]2[C:15](=[O:16])[C:14]3[C:9](=[CH:10][CH:11]=[CH:12][CH:13]=3)[C:6]2=[N:7][CH:8]=1. The catalyst class is: 17. (3) Reactant: [C:1]([O:5][C:6]([NH:8][C@H:9]([CH3:18])[CH2:10][CH2:11][CH2:12][C:13](OCC)=[O:14])=[O:7])([CH3:4])([CH3:3])[CH3:2].[BH4-].[Li+]. Product: [OH:14][CH2:13][CH2:12][CH2:11][CH2:10][C@H:9]([NH:8][C:6](=[O:7])[O:5][C:1]([CH3:4])([CH3:3])[CH3:2])[CH3:18]. The catalyst class is: 1. (4) Reactant: [CH3:1][C@H:2]1[CH2:7][CH2:6][C@H:5]([C:8]([NH:10][CH2:11][CH2:12][C:13]2[CH:18]=[CH:17][CH:16]=[CH:15][CH:14]=2)=O)[CH2:4][CH2:3]1. Product: [CH3:1][C@H:2]1[CH2:7][CH2:6][C@H:5]([CH:8]2[C:18]3[C:13](=[CH:14][CH:15]=[CH:16][CH:17]=3)[CH2:12][CH2:11][NH:10]2)[CH2:4][CH2:3]1. The catalyst class is: 6. (5) Reactant: [F:1][C:2]1[CH:17]=[C:16]([N+:18]([O-:20])=[O:19])[CH:15]=[CH:14][C:3]=1[O:4][C:5]1[CH:10]=[CH:9][N:8]=[C:7]2[NH:11]N=C[C:6]=12.[OH-].[K+].[I:23]I.IC.C[N:28]([CH:30]=O)[CH3:29]. Product: [F:1][C:2]1[CH:17]=[C:16]([N+:18]([O-:20])=[O:19])[CH:15]=[CH:14][C:3]=1[O:4][C:5]1[CH:10]=[CH:9][N:8]=[C:30]2[N:28]([CH3:29])[N:11]=[C:7]([I:23])[C:6]=12. The catalyst class is: 2.